Task: Predict the product of the given reaction.. Dataset: Forward reaction prediction with 1.9M reactions from USPTO patents (1976-2016) (1) The product is: [C:1]([O:4][C:5]1[C:6]([CH3:16])=[CH:7][C:8]([C:9]([O:11][CH3:12])=[O:10])=[CH:13][C:14]=1[CH2:15][Br:36])(=[O:3])[CH3:2]. Given the reactants [C:1]([O:4][C:5]1[C:14]([CH3:15])=[CH:13][C:8]([C:9]([O:11][CH3:12])=[O:10])=[CH:7][C:6]=1[CH3:16])(=[O:3])[CH3:2].CC(N=NC(C#N)(C)C)(C#N)C.C1C(=O)N([Br:36])C(=O)C1, predict the reaction product. (2) Given the reactants [N-:1]=[N+:2]=[N-:3].[Na+].[Cl:5][C:6]1[CH:7]=[CH:8][C:9]([NH:30][C:31]2[C:39]3[C:34](=[CH:35][N:36]=[CH:37][CH:38]=3)[O:33][C:32]=2[C:40]2[N:45]=[CH:44][CH:43]=[CH:42][N:41]=2)=[C:10]2[C:14]=1[N:13]([C:15]([O:17][C:18]([CH3:21])([CH3:20])[CH3:19])=[O:16])[N:12]=[C:11]2[CH2:22][CH2:23][CH2:24]OS(C)(=O)=O, predict the reaction product. The product is: [N:1]([CH2:24][CH2:23][CH2:22][C:11]1[C:10]2[C:14](=[C:6]([Cl:5])[CH:7]=[CH:8][C:9]=2[NH:30][C:31]2[C:39]3[C:34](=[CH:35][N:36]=[CH:37][CH:38]=3)[O:33][C:32]=2[C:40]2[N:45]=[CH:44][CH:43]=[CH:42][N:41]=2)[N:13]([C:15]([O:17][C:18]([CH3:19])([CH3:21])[CH3:20])=[O:16])[N:12]=1)=[N+:2]=[N-:3]. (3) Given the reactants [C:1]([C:4]1[CH:5]=[CH:6][C:7]([NH:10][CH2:11][C:12]([O:14]CC)=[O:13])=[N:8][CH:9]=1)(=[O:3])[CH3:2].CO.O.[OH-].[Li+], predict the reaction product. The product is: [C:1]([C:4]1[CH:5]=[CH:6][C:7]([NH:10][CH2:11][C:12]([OH:14])=[O:13])=[N:8][CH:9]=1)(=[O:3])[CH3:2]. (4) Given the reactants [C:1]([O:5][C:6]([N:8]1[CH2:12][C@@H:11]([CH2:13][N:14]([CH:24]([CH3:26])[CH3:25])[C:15]([O:17][CH2:18][CH2:19][Si:20]([CH3:23])([CH3:22])[CH3:21])=[O:16])[C@H:10]([CH:27]=O)[CH2:9]1)=[O:7])([CH3:4])([CH3:3])[CH3:2].[CH:29]1([NH2:32])[CH2:31][CH2:30]1.[BH-](OC(C)=O)(OC(C)=O)OC(C)=O.[Na+], predict the reaction product. The product is: [C:1]([O:5][C:6]([N:8]1[CH2:12][C@@H:11]([CH2:13][N:14]([CH:24]([CH3:25])[CH3:26])[C:15]([O:17][CH2:18][CH2:19][Si:20]([CH3:23])([CH3:22])[CH3:21])=[O:16])[C@H:10]([CH2:27][NH:32][CH:29]2[CH2:31][CH2:30]2)[CH2:9]1)=[O:7])([CH3:4])([CH3:3])[CH3:2]. (5) Given the reactants [NH2:1][C:2]1[N:3]([CH3:8])[O:4][C:5](=[O:7])[CH:6]=1.[C:9]([O:12][CH2:13][CH2:14][CH2:15][C:16]([O:18][CH2:19][CH3:20])=[O:17])(=[O:11])[CH3:10].[Br:21][C:22]1[CH:23]=[C:24]([CH:27]=[CH:28][C:29]=1[F:30])[CH:25]=O, predict the reaction product. The product is: [C:9]([O:12][CH2:13][C:14]1[NH:1][C:2]2[N:3]([CH3:8])[O:4][C:5](=[O:7])[C:6]=2[CH:25]([C:24]2[CH:27]=[CH:28][C:29]([F:30])=[C:22]([Br:21])[CH:23]=2)[C:15]=1[C:16]([O:18][CH2:19][CH3:20])=[O:17])(=[O:11])[CH3:10]. (6) Given the reactants [NH2:1][C:2]1[C:11]2[C:6](=[C:7](Br)[CH:8]=[CH:9][CH:10]=2)[CH:5]=[CH:4][N:3]=1.[CH3:13][O:14][C:15]1[CH:20]=[CH:19][C:18](B(O)O)=[CH:17][N:16]=1, predict the reaction product. The product is: [NH2:1][C:2]1[C:11]2[C:6](=[C:7]([C:18]3[CH:19]=[CH:20][C:15]([O:14][CH3:13])=[N:16][CH:17]=3)[CH:8]=[CH:9][CH:10]=2)[CH:5]=[CH:4][N:3]=1. (7) Given the reactants [CH3:1][N:2]1[CH2:8][CH2:7][CH2:6][NH:5][CH2:4][CH2:3]1.Cl[C:10]1[CH:11]=[CH:12][C:13]([N+:32]([O-])=O)=[C:14]([CH:31]=1)[C:15]([NH:17][C:18]1[CH:23]=[C:22]([C:24]([NH:26][CH:27]2[CH2:29][CH2:28]2)=[O:25])[CH:21]=[CH:20][C:19]=1[CH3:30])=[O:16].[C:35]([O-])(O)=O.[Na+], predict the reaction product. The product is: [CH:27]1([NH:26][C:24](=[O:25])[C:22]2[CH:21]=[CH:20][C:19]([CH3:30])=[C:18]([N:17]3[C:15](=[O:16])[C:14]4[C:13](=[CH:12][CH:11]=[C:10]([N:5]5[CH2:6][CH2:7][CH2:8][N:2]([CH3:1])[CH2:3][CH2:4]5)[CH:31]=4)[N:32]=[CH:35]3)[CH:23]=2)[CH2:29][CH2:28]1.